Dataset: NCI-60 drug combinations with 297,098 pairs across 59 cell lines. Task: Regression. Given two drug SMILES strings and cell line genomic features, predict the synergy score measuring deviation from expected non-interaction effect. Drug 1: CC1=CC2C(CCC3(C2CCC3(C(=O)C)OC(=O)C)C)C4(C1=CC(=O)CC4)C. Drug 2: CN(CC1=CN=C2C(=N1)C(=NC(=N2)N)N)C3=CC=C(C=C3)C(=O)NC(CCC(=O)O)C(=O)O. Cell line: K-562. Synergy scores: CSS=30.3, Synergy_ZIP=1.80, Synergy_Bliss=-0.855, Synergy_Loewe=-15.3, Synergy_HSA=-1.41.